This data is from Catalyst prediction with 721,799 reactions and 888 catalyst types from USPTO. The task is: Predict which catalyst facilitates the given reaction. (1) Reactant: [CH3:1][O:2][C:3]([C:5]1[C:10](C)=[CH:9][C:8](Br)=[C:7]([Cl:13])[N:6]=1)=[O:4].Cl.[F:15][C:16]1([F:20])[CH2:19][NH:18][CH2:17]1.C1C=CC(P(C2C=CC3C(=CC=CC=3)C=2C2C3C(=CC=CC=3)C=CC=2P(C2C=CC=CC=2)C2C=CC=CC=2)C2C=CC=CC=2)=CC=1.C(=O)([O-])[O-].[Cs+].[Cs+]. Product: [CH3:1][O:2][C:3]([C:5]1[CH:10]=[CH:9][C:8]([N:18]2[CH2:19][C:16]([F:20])([F:15])[CH2:17]2)=[C:7]([Cl:13])[N:6]=1)=[O:4]. The catalyst class is: 101. (2) Reactant: [CH:1]1([CH2:7][CH2:8][C@@H:9]([CH3:15])[CH2:10][CH2:11][C:12]([OH:14])=O)[CH2:6][CH2:5][CH2:4][CH2:3][CH2:2]1.C(N(CC)CC)C.C(Cl)(=O)C(C)(C)C.[CH3:30][C@@H:31]1[C@H:35]([C:36]2[CH:41]=[CH:40][CH:39]=[CH:38][CH:37]=2)[O:34][C:33](=[O:42])[NH:32]1.[Cl-].[Li+]. Product: [CH:1]1([CH2:7][CH2:8][C@@H:9]([CH3:15])[CH2:10][CH2:11][C:12]([N:32]2[C@H:31]([CH3:30])[C@H:35]([C:36]3[CH:41]=[CH:40][CH:39]=[CH:38][CH:37]=3)[O:34][C:33]2=[O:42])=[O:14])[CH2:2][CH2:3][CH2:4][CH2:5][CH2:6]1. The catalyst class is: 1. (3) Reactant: [Cl:1][C:2]1[CH:14]=[C:13]([C:15]([CH3:17])=[CH2:16])[CH:12]=[CH:11][C:3]=1[C:4]([O:6][C:7]([CH3:10])([CH3:9])[CH3:8])=[O:5]. Product: [Cl:1][C:2]1[CH:14]=[C:13]([CH:15]([CH3:17])[CH3:16])[CH:12]=[CH:11][C:3]=1[C:4]([O:6][C:7]([CH3:10])([CH3:9])[CH3:8])=[O:5]. The catalyst class is: 603. (4) Reactant: [NH:1]1[C:9]2[CH:8]=[CH:7][N:6]=[CH:5][C:4]=2[CH:3]=[CH:2]1.[H-].[Na+].[C:12]1([S:18](Cl)(=[O:20])=[O:19])[CH:17]=[CH:16][CH:15]=[CH:14][CH:13]=1. Product: [C:12]1([S:18]([N:1]2[C:9]3[CH:8]=[CH:7][N:6]=[CH:5][C:4]=3[CH:3]=[CH:2]2)(=[O:20])=[O:19])[CH:17]=[CH:16][CH:15]=[CH:14][CH:13]=1. The catalyst class is: 1. (5) Reactant: [OH:1][C:2]1[CH:11]=[C:10]2[C:5]([C:6]([NH:12][C:13]3[CH:14]=[C:15]([NH:20][C:21](=[O:32])[C:22]4[CH:27]=[CH:26][CH:25]=[C:24]([C:28]([F:31])([F:30])[F:29])[CH:23]=4)[CH:16]=[CH:17][C:18]=3[CH3:19])=[N:7][CH:8]=[N:9]2)=[CH:4][C:3]=1[O:33][CH3:34].[N:35]1([CH2:41][CH2:42][CH2:43]O)[CH2:40][CH2:39][O:38][CH2:37][CH2:36]1.C1C=CC(P(C2C=CC=CC=2)C2C=CC=CC=2)=CC=1.CC(OC(/N=N/C(OC(C)C)=O)=O)C. Product: [CH3:34][O:33][C:3]1[CH:4]=[C:5]2[C:10](=[CH:11][C:2]=1[O:1][CH2:43][CH2:42][CH2:41][N:35]1[CH2:40][CH2:39][O:38][CH2:37][CH2:36]1)[N:9]=[CH:8][N:7]=[C:6]2[NH:12][C:13]1[CH:14]=[C:15]([NH:20][C:21](=[O:32])[C:22]2[CH:27]=[CH:26][CH:25]=[C:24]([C:28]([F:31])([F:29])[F:30])[CH:23]=2)[CH:16]=[CH:17][C:18]=1[CH3:19]. The catalyst class is: 1.